From a dataset of Forward reaction prediction with 1.9M reactions from USPTO patents (1976-2016). Predict the product of the given reaction. (1) Given the reactants COC1C=C(OC)C=CC=1C[N:6]1[C:10]([C:11]2[C:19]3[C:14](=[N:15][CH:16]=[CH:17][CH:18]=3)[N:13]([CH2:20][C:21]3[CH:26]=[CH:25][CH:24]=[CH:23][C:22]=3[F:27])[N:12]=2)=[N:9][N:8]([CH2:28][CH2:29][OH:30])[C:7]1=[O:31].S(=O)(=O)(O)O.C(=O)([O-])[O-].[Na+].[Na+].[C:49](O)(=[O:51])[CH3:50], predict the reaction product. The product is: [C:49]([O:30][CH2:29][CH2:28][N:8]1[C:7](=[O:31])[NH:6][C:10]([C:11]2[C:19]3[C:14](=[N:15][CH:16]=[CH:17][CH:18]=3)[N:13]([CH2:20][C:21]3[CH:26]=[CH:25][CH:24]=[CH:23][C:22]=3[F:27])[N:12]=2)=[N:9]1)(=[O:51])[CH3:50]. (2) Given the reactants [CH:1]1([NH:4][C:5](=[O:8])[CH2:6][SH:7])[CH2:3][CH2:2]1.C[O-].[Na+].Cl[C:13]1[N:20]=[C:19]([O:21][CH3:22])[C:18]([Cl:23])=[C:17]([CH3:24])[C:14]=1[C:15]#[N:16].O, predict the reaction product. The product is: [CH:1]1([NH:4][C:5]([C:6]2[S:7][C:13]3=[N:20][C:19]([O:21][CH3:22])=[C:18]([Cl:23])[C:17]([CH3:24])=[C:14]3[C:15]=2[NH2:16])=[O:8])[CH2:3][CH2:2]1.